Task: Predict the reaction yield, written as a fraction of the theoretical maximum amount of product (1.0 means a 100% yield; for example, 0.34 means a 34% yield).. Dataset: Reaction yield outcomes from USPTO patents with 853,638 reactions (1) The reactants are [CH3:1][O:2][C:3]1[N:8]=[C:7]([C:9]2[CH:10]=[C:11]([CH:15]=[CH:16][CH:17]=2)[C:12]([OH:14])=O)[CH:6]=[C:5]([NH:18][CH2:19][CH2:20][C:21]2[CH:26]=[CH:25][C:24]([O:27][CH3:28])=[CH:23][CH:22]=2)[N:4]=1.C(N(C(C)C)CC)(C)C.CN(C(ON1N=NC2C=CC=CC1=2)=[N+](C)C)C.[B-](F)(F)(F)F.[C:60](=[N:63]O)([NH2:62])[CH3:61]. The catalyst is CN(C)C=O.O. The product is [NH:62]=[C:60]([NH:63][C:12](=[O:14])[C:11]1[CH:15]=[CH:16][CH:17]=[C:9]([C:7]2[CH:6]=[C:5]([NH:18][CH2:19][CH2:20][C:21]3[CH:26]=[CH:25][C:24]([O:27][CH3:28])=[CH:23][CH:22]=3)[N:4]=[C:3]([O:2][CH3:1])[N:8]=2)[CH:10]=1)[CH3:61]. The yield is 0.690. (2) The reactants are C(N(CC)CC)C.Cl.[CH3:9][O:10][C:11](=[O:14])[CH2:12][NH2:13].[CH:15]1[C:24]2[C:19](=[CH:20][CH:21]=[CH:22][CH:23]=2)[CH:18]=[CH:17][C:16]=1[C:25](Cl)=[O:26].O. The catalyst is ClCCl. The product is [CH3:9][O:10][C:11](=[O:14])[CH2:12][NH:13][C:25]([C:16]1[CH:17]=[CH:18][C:19]2[C:24](=[CH:23][CH:22]=[CH:21][CH:20]=2)[CH:15]=1)=[O:26]. The yield is 0.960. (3) The reactants are [NH2:1][C:2]1[S:3][C@:4]2(/[CH:28]=[CH:29]/[C:30]([OH:32])=O)[C@H:6]([C@:7]([C:11]3[CH:16]=[C:15]([NH:17][C:18](=[O:26])[C:19]4[CH:24]=[CH:23][C:22]([Cl:25])=[CH:21][N:20]=4)[CH:14]=[CH:13][C:12]=3[F:27])([CH2:9][F:10])[N:8]=1)[CH2:5]2.CC[N:35](C(C)C)C(C)C.N.CN(C(ON1N=NC2C=CC=NC1=2)=[N+](C)C)C.F[P-](F)(F)(F)(F)F. The catalyst is CN(C=O)C.O. The product is [NH2:1][C:2]1[S:3][C@:4]2(/[CH:28]=[CH:29]/[C:30]([NH2:35])=[O:32])[C@H:6]([C@:7]([C:11]3[CH:16]=[C:15]([NH:17][C:18](=[O:26])[C:19]4[CH:24]=[CH:23][C:22]([Cl:25])=[CH:21][N:20]=4)[CH:14]=[CH:13][C:12]=3[F:27])([CH2:9][F:10])[N:8]=1)[CH2:5]2. The yield is 0.540. (4) The reactants are [CH2:1]([O:3][C:4]1[CH:5]=[CH:6][C:7]2[C:16]3[C:11](=[C:12]([F:18])[C:13]([OH:17])=[CH:14][CH:15]=3)[O:10][CH2:9][C:8]=2[C:19]=1[F:20])[CH3:2].[CH:21]([C@H:23]1[CH2:28][CH2:27][C@H:26]([CH2:29]I)[CH2:25][CH2:24]1)=[CH2:22].C(=O)([O-])[O-].[K+].[K+]. The catalyst is CC(C)=O. The product is [CH2:1]([O:3][C:4]1[CH:5]=[CH:6][C:7]2[C:16]3[C:11](=[C:12]([F:18])[C:13]([O:17][CH2:29][C@H:26]4[CH2:27][CH2:28][C@H:23]([CH:21]=[CH2:22])[CH2:24][CH2:25]4)=[CH:14][CH:15]=3)[O:10][CH2:9][C:8]=2[C:19]=1[F:20])[CH3:2]. The yield is 0.270. (5) The reactants are Cl[C:2]1[N:7]=[C:6]([N:8]2[CH2:13][CH2:12][O:11][CH2:10][CH2:9]2)[N:5]=[C:4]([C:14]2[CH:19]=[CH:18][C:17]([NH:20][C:21]([NH:23][CH3:24])=[O:22])=[CH:16][CH:15]=2)[N:3]=1.CC1(C)C(C)(C)OB([C:33]2[CH:39]=[CH:38][C:36]([NH2:37])=[CH:35][CH:34]=2)O1. No catalyst specified. The product is [NH2:37][C:36]1[CH:38]=[CH:39][C:33]([C:2]2[N:7]=[C:6]([N:8]3[CH2:13][CH2:12][O:11][CH2:10][CH2:9]3)[N:5]=[C:4]([C:14]3[CH:19]=[CH:18][C:17]([NH:20][C:21]([NH:23][CH3:24])=[O:22])=[CH:16][CH:15]=3)[N:3]=2)=[CH:34][CH:35]=1. The yield is 0.450. (6) The catalyst is C1COCC1. The reactants are [CH2:1]([NH:3][C@H:4]1[CH2:8][CH2:7][N:6]([C:9]2[C:14]([C:15]([O:17][CH:18]([CH3:20])[CH3:19])=[O:16])=[CH:13][CH:12]=[CH:11][N:10]=2)[CH2:5]1)[CH3:2].[CH3:21][C:22]1[CH:23]=[C:24]([CH:28]=O)[S:25][C:26]=1[CH3:27].[BH-](OC(C)=O)(OC(C)=O)OC(C)=O.[Na+]. The yield is 0.330. The product is [CH3:21][C:22]1[CH:23]=[C:24]([CH2:28][N:3]([CH2:1][CH3:2])[C@H:4]2[CH2:8][CH2:7][N:6]([C:9]3[C:14]([C:15]([O:17][CH:18]([CH3:19])[CH3:20])=[O:16])=[CH:13][CH:12]=[CH:11][N:10]=3)[CH2:5]2)[S:25][C:26]=1[CH3:27]. (7) The product is [F:1][C:2]1[CH:3]=[CH:4][C:5]([C:8]2[N:12]=[C:11]([C:13]3[CH:18]=[CH:17][CH:16]=[C:15]([C:26]4[CH:27]=[N:28][CH:29]=[CH:30][CH:31]=4)[CH:14]=3)[O:10][N:9]=2)=[N:6][CH:7]=1. The reactants are [F:1][C:2]1[CH:3]=[CH:4][C:5]([C:8]2[N:12]=[C:11]([C:13]3[CH:18]=[CH:17][CH:16]=[C:15](Br)[CH:14]=3)[O:10][N:9]=2)=[N:6][CH:7]=1.B1([C:26]2[CH:31]=[CH:30][CH:29]=[N:28][CH:27]=2)OCCCO1.COCCOC.C(=O)([O-])[O-].[Na+].[Na+]. The yield is 0.502. The catalyst is ClCCl.C1C=CC([P]([Pd]([P](C2C=CC=CC=2)(C2C=CC=CC=2)C2C=CC=CC=2)([P](C2C=CC=CC=2)(C2C=CC=CC=2)C2C=CC=CC=2)[P](C2C=CC=CC=2)(C2C=CC=CC=2)C2C=CC=CC=2)(C2C=CC=CC=2)C2C=CC=CC=2)=CC=1. (8) The yield is 0.187. The reactants are [CH2:1]([N:3](CC1C=CC(CC)=CC=1)[C@H:4]1CCN(C2C(C(OC(C)C)=O)=CC=CN=2)C1)C.[CH3:30][CH:31]([O:33][C:34]([C:36]1[C:37]([N:42]2[CH2:47][CH2:46][N:45]([CH2:48][C:49]3[CH:50]=[C:51]([CH:55]=[CH:56][CH:57]=3)[C:52]([OH:54])=O)[CH2:44][CH2:43]2)=[N:38][CH:39]=[CH:40][CH:41]=1)=[O:35])[CH3:32].[ClH:58].CNC.CCN=C=NCCCN(C)C.C1C=CC2N(O)N=NC=2C=1. The product is [ClH:58].[CH3:1][N:3]([CH3:4])[C:52]([C:51]1[CH:50]=[C:49]([CH2:48][N:45]2[CH2:46][CH2:47][N:42]([C:37]3[C:36]([C:34]([O:33][CH:31]([CH3:32])[CH3:30])=[O:35])=[CH:41][CH:40]=[CH:39][N:38]=3)[CH2:43][CH2:44]2)[CH:57]=[CH:56][CH:55]=1)=[O:54]. No catalyst specified. (9) The reactants are [F:1][CH:2]([F:14])[O:3][C:4]1[N:8]([CH3:9])[N:7]=[C:6]([C:10]([O:12]C)=[O:11])[CH:5]=1.[Li+].[OH-].C(O)(C(F)(F)F)=O. The catalyst is C1COCC1.CO. The product is [F:14][CH:2]([F:1])[O:3][C:4]1[N:8]([CH3:9])[N:7]=[C:6]([C:10]([OH:12])=[O:11])[CH:5]=1. The yield is 0.660.